From a dataset of Reaction yield outcomes from USPTO patents with 853,638 reactions. Predict the reaction yield, written as a fraction of the theoretical maximum amount of product (1.0 means a 100% yield; for example, 0.34 means a 34% yield). (1) The reactants are [CH2:1]([NH:4][C:5]1[N:10]=[C:9]([NH:11][CH2:12][CH2:13][CH3:14])[N:8]=[C:7]([NH:15][O:16][CH2:17][CH:18]([F:20])[F:19])[N:6]=1)[CH2:2][CH3:3].[OH:21][S:22]([OH:25])(=[O:24])=[O:23]. The catalyst is C(OCC)C.CCO. The product is [S:22]([OH:25])([OH:24])(=[O:23])=[O:21].[CH2:1]([NH:4][C:5]1[N:10]=[C:9]([NH:11][CH2:12][CH2:13][CH3:14])[N:8]=[C:7]([NH:15][O:16][CH2:17][CH:18]([F:20])[F:19])[N:6]=1)[CH2:2][CH3:3]. The yield is 0.930. (2) The reactants are [N:1]1[C:10]2[C:5](=[CH:6][CH:7]=[CH:8][CH:9]=2)[C:4]([C:11]([NH:13][C@H:14]2[CH2:19][CH2:18][C@H:17]([CH2:20][C:21](O)=[O:22])[CH2:16][CH2:15]2)=[O:12])=[CH:3][CH:2]=1.C(Cl)(=O)C(Cl)=O.[CH2:30]([SH:32])[CH3:31].C([Li])CCC.C([O-])(O)=O.[Na+]. The catalyst is ClCCl.C(COC)OC. The product is [CH2:30]([S:32][C:21](=[O:22])[CH2:20][C@H:17]1[CH2:16][CH2:15][C@H:14]([NH:13][C:11]([C:4]2[C:5]3[C:10](=[CH:9][CH:8]=[CH:7][CH:6]=3)[N:1]=[CH:2][CH:3]=2)=[O:12])[CH2:19][CH2:18]1)[CH3:31]. The yield is 0.789.